From a dataset of Full USPTO retrosynthesis dataset with 1.9M reactions from patents (1976-2016). Predict the reactants needed to synthesize the given product. (1) The reactants are: C([O:8][C:9](=[O:40])[C@@H:10]([N:25]([CH2:33][CH:34]1[CH2:39][CH2:38][CH2:37][CH2:36][CH2:35]1)[C:26]([O:28][C:29]([CH3:32])([CH3:31])[CH3:30])=[O:27])[CH2:11][CH2:12][C:13]1[N:17]([CH2:18][CH2:19][CH3:20])[C:16]2[CH:21]=[CH:22][CH:23]=[CH:24][C:15]=2[N:14]=1)C1C=CC=CC=1. Given the product [C:29]([O:28][C:26]([N:25]([CH2:33][CH:34]1[CH2:39][CH2:38][CH2:37][CH2:36][CH2:35]1)[C@@H:10]([CH2:11][CH2:12][C:13]1[N:17]([CH2:18][CH2:19][CH3:20])[C:16]2[CH:21]=[CH:22][CH:23]=[CH:24][C:15]=2[N:14]=1)[C:9]([OH:40])=[O:8])=[O:27])([CH3:30])([CH3:31])[CH3:32], predict the reactants needed to synthesize it. (2) Given the product [C:1]([C:4]1[C:8]([CH3:9])=[C:7]([Br:18])[NH:6][C:5]=1[CH3:10])(=[O:3])[CH3:2], predict the reactants needed to synthesize it. The reactants are: [C:1]([C:4]1[C:8]([CH3:9])=[CH:7][NH:6][C:5]=1[CH3:10])(=[O:3])[CH3:2].C1C(=O)N([Br:18])C(=O)C1.S([O-])([O-])=O.[Na+].[Na+]. (3) Given the product [CH2:1]([O:8][C:9](=[O:10])[NH:11][C:12]1[C:13]([C:30]([NH:33][C:34]2[CH:35]=[N:36][CH:37]=[CH:38][C:39]=2[N:40]2[CH2:45][C@H:44]([CH3:46])[C@@H:43]([OH:47])[C@H:42]([NH2:55])[CH2:41]2)=[O:32])=[N:14][C:15]2[C:20]([CH:21]=1)=[CH:19][CH:18]=[C:17]([N:22]1[CH2:27][CH2:26][N:25]([CH3:28])[C:24](=[O:29])[CH2:23]1)[CH:16]=2)[C:2]1[CH:7]=[CH:6][CH:5]=[CH:4][CH:3]=1, predict the reactants needed to synthesize it. The reactants are: [CH2:1]([O:8][C:9]([NH:11][C:12]1[C:13]([C:30]([OH:32])=O)=[N:14][C:15]2[C:20]([CH:21]=1)=[CH:19][CH:18]=[C:17]([N:22]1[CH2:27][CH2:26][N:25]([CH3:28])[C:24](=[O:29])[CH2:23]1)[CH:16]=2)=[O:10])[C:2]1[CH:7]=[CH:6][CH:5]=[CH:4][CH:3]=1.[NH2:33][C:34]1[CH:35]=[N:36][CH:37]=[CH:38][C:39]=1[N:40]1[CH2:45][C@H:44]([CH3:46])[C@@H:43]([O:47][Si](C(C)(C)C)(C)C)[C@H:42]([NH:55]C(=O)OC(C)(C)C)[CH2:41]1.CN(C(ON1N=NC2C=CC=NC1=2)=[N+](C)C)C.F[P-](F)(F)(F)(F)F.CCN(C(C)C)C(C)C. (4) Given the product [NH2:1][C:2]1[N:7]=[CH:6][N:5]=[C:4]2[N:8]([CH2:25][C@@H:26]3[CH2:30][CH2:29][CH2:28][N:27]3[C:31]([C:32](=[CH:33][C:34]([NH:37][CH2:45][CH3:46])([CH3:35])[CH3:36])[C:47]#[N:48])=[O:49])[N:9]=[C:10]([C:11]3[CH:16]=[CH:15][C:14]([O:17][C:18]4[CH:19]=[CH:20][CH:21]=[CH:22][CH:23]=4)=[CH:13][C:12]=3[F:24])[C:3]=12, predict the reactants needed to synthesize it. The reactants are: [NH2:1][C:2]1[N:7]=[CH:6][N:5]=[C:4]2[N:8]([CH2:25][C@@H:26]3[CH2:30][CH2:29][CH2:28][N:27]3[C:31](=[O:49])[C:32]([C:47]#[N:48])=[CH:33][C:34]([N:37]([CH2:45][CH3:46])C(=O)OC(C)(C)C)([CH3:36])[CH3:35])[N:9]=[C:10]([C:11]3[CH:16]=[CH:15][C:14]([O:17][C:18]4[CH:23]=[CH:22][CH:21]=[CH:20][CH:19]=4)=[CH:13][C:12]=3[F:24])[C:3]=12.C(O)(C(F)(F)F)=O. (5) Given the product [Cl:1][C:2]1[CH:7]=[CH:6][C:5]([CH:8]([C:34]2[CH:35]=[CH:36][C:37]([Cl:40])=[CH:38][CH:39]=2)[C:9]2[CH:10]=[C:11]3[C:16](=[CH:17][CH:18]=2)[N:15]=[C:14]([O:19][CH2:42][CH2:43][O:44][CH3:45])[CH:13]=[C:12]3[NH:20][CH:21]2[CH2:26][CH2:25][N:24]([S:27]([C:30]([F:33])([F:31])[F:32])(=[O:29])=[O:28])[CH2:23][CH2:22]2)=[CH:4][CH:3]=1.[Cl:1][C:2]1[CH:7]=[CH:6][C:5]([CH:8]([C:34]2[CH:35]=[CH:36][C:37]([Cl:40])=[CH:38][CH:39]=2)[C:9]2[CH:10]=[C:11]3[C:16](=[CH:17][CH:18]=2)[N:15]([CH2:42][CH2:43][O:44][CH3:45])[C:14](=[O:19])[CH:13]=[C:12]3[NH:20][CH:21]2[CH2:26][CH2:25][N:24]([S:27]([C:30]([F:33])([F:31])[F:32])(=[O:29])=[O:28])[CH2:23][CH2:22]2)=[CH:4][CH:3]=1, predict the reactants needed to synthesize it. The reactants are: [Cl:1][C:2]1[CH:7]=[CH:6][C:5]([CH:8]([C:34]2[CH:39]=[CH:38][C:37]([Cl:40])=[CH:36][CH:35]=2)[C:9]2[CH:10]=[C:11]3[C:16](=[CH:17][CH:18]=2)[NH:15][C:14](=[O:19])[CH:13]=[C:12]3[NH:20][CH:21]2[CH2:26][CH2:25][N:24]([S:27]([C:30]([F:33])([F:32])[F:31])(=[O:29])=[O:28])[CH2:23][CH2:22]2)=[CH:4][CH:3]=1.Br[CH2:42][CH2:43][O:44][CH3:45]. (6) Given the product [CH2:1]([CH:2]1[CH2:11][C:10]2[C:5](=[CH:6][CH:7]=[CH:8][CH:9]=2)[N:4]([C:12]2[CH:17]=[CH:16][CH:15]=[CH:14][CH:13]=2)[C:3]1=[O:18])[CH3:20], predict the reactants needed to synthesize it. The reactants are: [CH3:1][CH:2]1[CH2:11][C:10]2[C:5](=[CH:6][CH:7]=[CH:8][CH:9]=2)[N:4]([C:12]2[CH:17]=[CH:16][CH:15]=[CH:14][CH:13]=2)[C:3]1=[O:18].I[CH2:20]C.